The task is: Predict which catalyst facilitates the given reaction.. This data is from Catalyst prediction with 721,799 reactions and 888 catalyst types from USPTO. (1) Reactant: [Cl:1][C:2]1[CH:11]=[CH:10][C:5]([C:6]([NH:8][CH3:9])=[O:7])=[CH:4][N:3]=1.[C:12]1([CH3:20])[CH:17]=[CH:16][CH:15]=[CH:14][C:13]=1[Mg]Cl.[NH4+].[Cl-].[O-][Mn](=O)(=O)=O.[K+]. Product: [Cl:1][C:2]1[CH:11]=[C:10]([C:13]2[CH:14]=[CH:15][CH:16]=[CH:17][C:12]=2[CH3:20])[C:5]([C:6]([NH:8][CH3:9])=[O:7])=[CH:4][N:3]=1. The catalyst class is: 1. (2) Reactant: [F:1][C:2]1[CH:20]=[CH:19][C:5]([O:6][CH:7]([C:9]2[CH:18]=[CH:17][C:12]([C:13]([O:15]C)=[O:14])=[CH:11][CH:10]=2)[CH3:8])=[CH:4][CH:3]=1.O.[OH-].[Li+].O1CCCC1.Cl. Product: [F:1][C:2]1[CH:3]=[CH:4][C:5]([O:6][CH:7]([C:9]2[CH:18]=[CH:17][C:12]([C:13]([OH:15])=[O:14])=[CH:11][CH:10]=2)[CH3:8])=[CH:19][CH:20]=1. The catalyst class is: 72. (3) Reactant: C(NC(C)C)(C)C.C([Li])CCC.[CH2:13]([O:15][C:16](=[O:32])[CH2:17][N:18]=[C:19]([C:26]1[CH:31]=[CH:30][CH:29]=[CH:28][CH:27]=1)[C:20]1[CH:25]=[CH:24][CH:23]=[CH:22][CH:21]=1)[CH3:14].Cl.[Cl:34][C:35]1[CH:40]=[CH:39][CH:38]=[CH:37][C:36]=1[CH2:41][N:42]1[C:46]([CH2:47]Cl)=[CH:45][N:44]=[C:43]1[S:49][CH2:50][CH2:51][CH3:52].[Cl-].[NH4+]. Product: [CH2:13]([O:15][C:16](=[O:32])[C@H:17]([CH2:47][C:46]1[N:42]([CH2:41][C:36]2[CH:37]=[CH:38][CH:39]=[CH:40][C:35]=2[Cl:34])[C:43]([S:49][CH2:50][CH2:51][CH3:52])=[N:44][CH:45]=1)[N:18]=[C:19]([C:26]1[CH:31]=[CH:30][CH:29]=[CH:28][CH:27]=1)[C:20]1[CH:21]=[CH:22][CH:23]=[CH:24][CH:25]=1)[CH3:14]. The catalyst class is: 213. (4) Reactant: [CH2:1]([O:5][C:6]1[N:14]=[C:13]2[C:9]([NH:10][C:11]([O:15][CH3:16])=[N:12]2)=[C:8]([NH2:17])[N:7]=1)[CH2:2][CH2:3][CH3:4].C(=O)([O-])[O-].[K+].[K+].[Cl:24][C:25]1[CH:30]=[CH:29][C:28]([CH2:31]Cl)=[CH:27][N:26]=1. Product: [CH2:1]([O:5][C:6]1[N:14]=[C:13]2[C:9]([N:10]=[C:11]([O:15][CH3:16])[N:12]2[CH2:31][C:28]2[CH:27]=[N:26][C:25]([Cl:24])=[CH:30][CH:29]=2)=[C:8]([NH2:17])[N:7]=1)[CH2:2][CH2:3][CH3:4]. The catalyst class is: 3. (5) Reactant: C(O[C:5](=O)[CH3:6])(=O)C.[I:8]I.OS(O)(=O)=O.[Br:15][C:16]1[CH:21]=[CH:20]C=[CH:18][C:17]=1C.C([O-])(O)=O.[Na+]. Product: [Br:15][C:16]1[CH:21]=[CH:20][C:5]([CH3:6])=[C:18]([I:8])[CH:17]=1. The catalyst class is: 15.